From a dataset of Reaction yield outcomes from USPTO patents with 853,638 reactions. Predict the reaction yield, written as a fraction of the theoretical maximum amount of product (1.0 means a 100% yield; for example, 0.34 means a 34% yield). (1) The catalyst is O1CCCC1. The yield is 0.340. The reactants are [H-].[Na+].[CH2:3]([OH:15])[CH2:4][O:5][CH2:6][CH2:7][O:8][CH2:9][CH2:10][O:11][CH2:12][CH2:13]O.S([O-])(=O)(=O)C.[CH2:21]([O:28][CH2:29][CH2:30][O:31][CH2:32][CH2:33][O:34][CH2:35][CH2:36][O:37][CH2:38][CH2:39][OH:40])[C:22]1[CH:27]=[CH:26][CH:25]=[CH:24][CH:23]=1. The product is [CH2:21]([O:28][CH2:29][CH2:30][O:31][CH2:32][CH2:33][O:34][CH2:35][CH2:36][O:37][CH2:38][CH2:39][O:40][CH2:13][CH2:12][O:11][CH2:10][CH2:9][O:8][CH2:7][CH2:6][O:5][CH2:4][CH2:3][OH:15])[C:22]1[CH:23]=[CH:24][CH:25]=[CH:26][CH:27]=1. (2) The reactants are [ClH:1].[CH3:2][N:3]([CH3:15])[CH2:4][CH2:5][CH2:6][C:7]1[CH:8]=[C:9]([NH2:14])[C:10]([CH3:13])=[N:11][CH:12]=1.C(#N)C.Cl.[Cl:20][C:21]([NH2:23])=[NH:22]. The catalyst is C(O)(=O)C. The product is [ClH:20].[ClH:1].[ClH:20].[CH3:15][N:3]([CH3:2])[CH2:4][CH2:5][CH2:6][C:7]1[CH:8]=[C:9]([NH:14][C:21]([NH2:23])=[NH:22])[C:10]([CH3:13])=[N:11][CH:12]=1. The yield is 0.850. (3) The reactants are [Cl:1][C:2]1[CH:3]=[CH:4][C:5]2[S:9][CH:8]=[C:7]([CH2:10][N:11]3[C:19]4[C:14](=[CH:15][CH:16]=[CH:17][CH:18]=4)[C:13](=O)[C:12]3=[O:21])[C:6]=2[CH:22]=1.[F:23][C:24]([F:33])([F:32])[C:25]1[CH:26]=[C:27]([CH:29]=[CH:30][CH:31]=1)[NH2:28]. No catalyst specified. The product is [Cl:1][C:2]1[CH:3]=[CH:4][C:5]2[S:9][CH:8]=[C:7]([CH2:10][N:11]3[C:19]4[C:14](=[CH:15][CH:16]=[CH:17][CH:18]=4)[C:13](=[N:28][C:27]4[CH:29]=[CH:30][CH:31]=[C:25]([C:24]([F:23])([F:32])[F:33])[CH:26]=4)[C:12]3=[O:21])[C:6]=2[CH:22]=1. The yield is 0.180. (4) The reactants are [CH:1]([O:4][C:5]1[CH:12]=[CH:11][C:8]([CH:9]=[O:10])=[C:7]([CH3:13])[CH:6]=1)([CH3:3])[CH3:2].[BH4-].[Na+]. No catalyst specified. The product is [CH:1]([O:4][C:5]1[CH:12]=[CH:11][C:8]([CH2:9][OH:10])=[C:7]([CH3:13])[CH:6]=1)([CH3:3])[CH3:2]. The yield is 0.840. (5) The reactants are [CH:1]1=[CH:2][CH2:3][CH:4]=[CH:5][CH2:6][CH2:7][CH:8]=[CH:9][CH2:10][CH2:11][CH2:12]1.C(=O)(O)[O-:14].[Na+].ClC1C=CC=C(C(OO)=O)C=1. The catalyst is C(Cl)Cl. The product is [CH:1]12[O:14][CH:12]1[CH2:11][CH2:10][CH:9]=[CH:8][CH2:7][CH2:6][CH:5]=[CH:4][CH2:3][CH2:2]2. The yield is 0.790. (6) The reactants are [Cl:1][C:2]1[CH:7]=[CH:6][C:5]([Cl:8])=[CH:4][C:3]=1[N:9]1[C:17](=[O:18])[C:16]2[C@@H:15]3[C:19]([CH3:21])([CH3:20])[C@@:12]([CH3:22])([CH2:13][CH2:14]3)[C:11]=2[NH:10]1.I[CH3:24]. The catalyst is CN(C)C=O. The product is [Cl:1][C:2]1[CH:7]=[CH:6][C:5]([Cl:8])=[CH:4][C:3]=1[N:9]1[C:17](=[O:18])[C:16]2[C@@H:15]3[C:19]([CH3:21])([CH3:20])[C@@:12]([CH3:22])([CH2:13][CH2:14]3)[C:11]=2[N:10]1[CH3:24]. The yield is 0.700. (7) The reactants are Br[C:2]1[N:3]([C:22]2[C:31]3[C:26](=[CH:27][CH:28]=[CH:29][CH:30]=3)[C:25]([CH:32]3CC3)=[CH:24][CH:23]=2)[C:4]([S:7]CC(NC2C=CC(C(O)=O)=CC=2Cl)=O)=[N:5][N:6]=1.Cl.NNC(N)=N.C([N:44](C(C)C)CC)(C)C.CN(C)[CH:52]=[O:53]. No catalyst specified. The product is [NH2:44][C:2]1[N:3]([C:22]2[C:27]3[C:26](=[CH:31][CH:30]=[C:29]([O:53][CH3:52])[CH:28]=3)[C:25]([CH3:32])=[CH:24][CH:23]=2)[C:4]([SH:7])=[N:5][N:6]=1. The yield is 0.910.